This data is from Catalyst prediction with 721,799 reactions and 888 catalyst types from USPTO. The task is: Predict which catalyst facilitates the given reaction. (1) Reactant: [NH2:1][C:2]1[CH:3]=[CH:4][C:5]([O:15][CH:16]([C:24]2[CH:29]=[CH:28][C:27]([F:30])=[CH:26][CH:25]=2)[C:17]2[CH:22]=[CH:21][C:20]([F:23])=[CH:19][CH:18]=2)=[C:6]([CH:14]=1)[C:7]([O:9][C:10]([CH3:13])([CH3:12])[CH3:11])=[O:8].[CH3:31][O:32][C:33]1[CH:34]=[C:35]([N:41]=[C:42]=[O:43])[CH:36]=[CH:37][C:38]=1[O:39][CH3:40]. Product: [F:30][C:27]1[CH:28]=[CH:29][C:24]([CH:16]([C:17]2[CH:22]=[CH:21][C:20]([F:23])=[CH:19][CH:18]=2)[O:15][C:5]2[CH:4]=[CH:3][C:2]([NH:1][C:42]([NH:41][C:35]3[CH:36]=[CH:37][C:38]([O:39][CH3:40])=[C:33]([O:32][CH3:31])[CH:34]=3)=[O:43])=[CH:14][C:6]=2[C:7]([O:9][C:10]([CH3:13])([CH3:12])[CH3:11])=[O:8])=[CH:25][CH:26]=1. The catalyst class is: 1. (2) Reactant: [CH2:1]([C@@H:3]1[CH2:7][N:6]([C:8]([O:10][C:11]([CH3:14])([CH3:13])[CH3:12])=[O:9])[C@H:5]([C:15]([O:17]CC2C=CC=CC=2)=[O:16])[CH2:4]1)[CH3:2]. Product: [C:11]([O:10][C:8]([N:6]1[CH2:7][C@@H:3]([CH2:1][CH3:2])[CH2:4][C@H:5]1[C:15]([OH:17])=[O:16])=[O:9])([CH3:12])([CH3:13])[CH3:14]. The catalyst class is: 19. (3) Reactant: [NH2:1][C:2]([C:4]1[CH:5]=[CH:6][C:7](OC2C=C(C)C=C(C)C=2)=[C:8](S(N2CCN(C(OC(C)(C)C)=O)CC2)(=O)=O)[CH:9]=1)=[O:3].[ClH:35]. Product: [ClH:35].[C:2]([NH2:1])(=[O:3])[C:4]1[CH:5]=[CH:6][CH:7]=[CH:8][CH:9]=1. The catalyst class is: 12. (4) Reactant: CCN(C(C)C)C(C)C.Cl.Cl.[N:12]1([C:18]2[CH:23]=[CH:22][N:21]=[C:20]3[NH:24][N:25]=[C:26]([O:27][CH2:28][CH:29]([OH:32])[CH2:30][OH:31])[C:19]=23)[CH2:17][CH2:16][NH:15][CH2:14][CH2:13]1.[C:33]([O:37][C:38]([N:40]([CH:53]([CH3:55])[CH3:54])[CH2:41][C@H:42]([C:46]1[CH:51]=[CH:50][C:49]([Cl:52])=[CH:48][CH:47]=1)[C:43](O)=[O:44])=[O:39])([CH3:36])([CH3:35])[CH3:34].CN(C(ON1N=NC2C=CC=CC1=2)=[N+](C)C)C.[B-](F)(F)(F)F. Product: [Cl:52][C:49]1[CH:50]=[CH:51][C:46]([C@H:42]([C:43]([N:15]2[CH2:16][CH2:17][N:12]([C:18]3[CH:23]=[CH:22][N:21]=[C:20]4[NH:24][N:25]=[C:26]([O:27][CH2:28][CH:29]([OH:32])[CH2:30][OH:31])[C:19]=34)[CH2:13][CH2:14]2)=[O:44])[CH2:41][N:40]([CH:53]([CH3:54])[CH3:55])[C:38](=[O:39])[O:37][C:33]([CH3:35])([CH3:34])[CH3:36])=[CH:47][CH:48]=1. The catalyst class is: 2. (5) Product: [ClH:27].[ClH:27].[NH:23]1[C:24]2[C:20](=[CH:19][C:18]([N:15]3[CH2:14][CH2:13][N:12]([CH2:11][CH2:10][C@@H:3]4[C:4]5[C:9](=[CH:8][CH:7]=[CH:6][CH:5]=5)[N:1]([CH2:28][C:29]([NH2:31])=[O:30])[CH2:2]4)[CH2:17][CH2:16]3)=[CH:26][CH:25]=2)[CH:21]=[CH:22]1. Reactant: [NH:1]1[C:9]2[C:4](=[CH:5][CH:6]=[CH:7][CH:8]=2)[C@@H:3]([CH2:10][CH2:11][N:12]2[CH2:17][CH2:16][N:15]([C:18]3[CH:19]=[C:20]4[C:24](=[CH:25][CH:26]=3)[NH:23][CH:22]=[CH:21]4)[CH2:14][CH2:13]2)[CH2:2]1.[Cl:27][CH2:28][C:29]([NH2:31])=[O:30]. The catalyst class is: 16.